Dataset: Choline transporter screen with 302,306 compounds. Task: Binary Classification. Given a drug SMILES string, predict its activity (active/inactive) in a high-throughput screening assay against a specified biological target. (1) The drug is O=c1nc([nH]c2c1cccc2)/C=C\c1cc(NC(=O)c2ccc(OC)cc2)ccc1. The result is 0 (inactive). (2) The drug is o1c(CN2C(=O)c3c(C2=O)ccc(c3)C(=O)Nc2c(cc(O)cc2)C(O)=O)ccc1. The result is 0 (inactive). (3) The drug is O(c1cc(CCNC(=O)/C(=N\Nc2ccc(OC)cc2)C#N)ccc1OC)C. The result is 0 (inactive). (4) The drug is O=C(NCC(O)=O)C(/NC(=O)c1ccccc1)=C/c1cc2c(n(c3c2cccc3)C)cc1. The result is 0 (inactive). (5) The molecule is S(=O)(=O)(N(CCCC)c1ccccc1)c1c2ncccc2ccc1. The result is 0 (inactive). (6) The drug is ClC12CC3(CC(C1)CC(C3)C2)C(=O)NC(C)(C)C. The result is 0 (inactive). (7) The molecule is S(=O)(=O)(NC(=O)COc1c(cccc1)C)c1c(cc(cc1)C)C. The result is 0 (inactive). (8) The drug is O=C(N1CCc2c(C1)cccc2)COC(=O)c1ncc(nc1)C. The result is 0 (inactive). (9) The molecule is O=C(NNC(=O)C)CCn1c2c(CCCC2)c2c1cccc2. The result is 0 (inactive).